The task is: Predict the reactants needed to synthesize the given product.. This data is from Full USPTO retrosynthesis dataset with 1.9M reactions from patents (1976-2016). (1) Given the product [CH2:27]([O:29][C:2]1[CH:3]=[N:4][CH:5]=[CH:6][C:7]=1[C:8]1[S:9][C:10]2[C:15]([N:16]=1)=[CH:14][C:13]([C:17]([F:20])([F:19])[F:18])=[CH:12][N:11]=2)[CH3:28], predict the reactants needed to synthesize it. The reactants are: F[C:2]1[CH:3]=[N:4][CH:5]=[CH:6][C:7]=1[C:8]1[S:9][C:10]2[C:15]([N:16]=1)=[CH:14][C:13]([C:17]([F:20])([F:19])[F:18])=[CH:12][N:11]=2.C(=O)([O-])[O-].[K+].[K+].[CH2:27]([OH:29])[CH3:28]. (2) Given the product [Br:1][C:2]1[C:6]2[C:7]([Cl:12])=[N:8][CH:9]=[C:10]([CH2:11][Br:20])[C:5]=2[S:4][CH:3]=1, predict the reactants needed to synthesize it. The reactants are: [Br:1][C:2]1[C:6]2[C:7]([Cl:12])=[N:8][CH:9]=[C:10]([CH3:11])[C:5]=2[S:4][CH:3]=1.C1C(=O)N([Br:20])C(=O)C1.C(OOC(=O)C1C=CC=CC=1)(=O)C1C=CC=CC=1. (3) Given the product [CH2:15]([O:14][C:12]1[CH:13]=[C:8]([CH2:7][C:6]([OH:28])=[O:5])[CH:9]=[C:10]([C:22]2[CH:23]=[CH:24][CH:25]=[CH:26][CH:27]=2)[CH:11]=1)[C:16]1[CH:17]=[CH:18][CH:19]=[CH:20][CH:21]=1, predict the reactants needed to synthesize it. The reactants are: [OH-].[Na+].C([O:5][C:6](=[O:28])[CH2:7][C:8]1[CH:9]=[C:10]([C:22]2[CH:27]=[CH:26][CH:25]=[CH:24][CH:23]=2)[CH:11]=[C:12]([O:14][CH2:15][C:16]2[CH:21]=[CH:20][CH:19]=[CH:18][CH:17]=2)[CH:13]=1)C. (4) Given the product [F:1][C:2]([F:34])([F:33])[C:3]1[CH:4]=[C:5]([C@H:13]2[NH:17][C:16](=[O:18])[N:15]3[C@H:19]([C:22]4[CH:27]=[C:26]([C:28]([F:31])([F:30])[F:29])[CH:25]=[CH:24][C:23]=4[C:42]4[C:37]([O:36][CH3:35])=[CH:38][CH:39]=[C:40]([CH:43]5[CH2:44][CH2:45][CH:46]([C:49]([O:51][CH3:52])=[O:50])[CH2:47][CH2:48]5)[CH:41]=4)[CH2:20][CH2:21][C@@H:14]23)[CH:6]=[C:7]([C:9]([F:12])([F:11])[F:10])[CH:8]=1, predict the reactants needed to synthesize it. The reactants are: [F:1][C:2]([F:34])([F:33])[C:3]1[CH:4]=[C:5]([C@H:13]2[NH:17][C:16](=[O:18])[N:15]3[C@H:19]([C:22]4[CH:27]=[C:26]([C:28]([F:31])([F:30])[F:29])[CH:25]=[CH:24][C:23]=4Cl)[CH2:20][CH2:21][C@@H:14]23)[CH:6]=[C:7]([C:9]([F:12])([F:11])[F:10])[CH:8]=1.[CH3:35][O:36][C:37]1[CH:42]=[CH:41][C:40]([CH:43]2[CH2:48][CH2:47][CH:46]([C:49]([O:51][CH3:52])=[O:50])[CH2:45][CH2:44]2)=[CH:39][C:38]=1B1OC(C)(C)C(C)(C)O1.[O-]P([O-])([O-])=O.[K+].[K+].[K+].